Dataset: Full USPTO retrosynthesis dataset with 1.9M reactions from patents (1976-2016). Task: Predict the reactants needed to synthesize the given product. (1) Given the product [OH:44][C@@:43]([C:38]1[CH:37]=[CH:36][C:35]2[C:40](=[CH:41][CH:42]=[C:33]([C:31]([NH:30][CH3:29])=[O:32])[CH:34]=2)[CH:39]=1)([C:45]1[N:46]=[CH:47][N:48]([S:50]([C:53]2[CH:54]=[CH:55][C:56]([CH3:57])=[CH:58][CH:59]=2)(=[O:51])=[O:52])[CH:49]=1)[CH2:61][C:62]([O:22][CH2:11][CH3:12])=[O:63], predict the reactants needed to synthesize it. The reactants are: C=C[C@@H]1[C@@H]2C[C@H]([C@@H:11]([OH:22])[C:12]3C=CN=C4C=CC=CC=34)N(CC2)C1.N1C=CC=CC=1.[CH3:29][NH:30][C:31]([C:33]1[CH:42]=[CH:41][C:40]2[C:35](=[CH:36][CH:37]=[C:38]([C:43]([C:45]3[N:46]=[CH:47][N:48]([S:50]([C:53]4[CH:59]=[CH:58][C:56]([CH3:57])=[CH:55][CH:54]=4)(=[O:52])=[O:51])[CH:49]=3)=[O:44])[CH:39]=2)[CH:34]=1)=[O:32].C(O)(=O)[CH2:61][C:62](CC(O)=O)(C(O)=O)[OH:63]. (2) Given the product [C:1]([O:5][C:6](=[O:23])[NH:7][C:8]1[CH:13]=[CH:12][C:11]([C:14]2[CH:19]=[C:18]([F:20])[CH:17]=[CH:16][C:15]=2[F:21])=[CH:10][C:9]=1[NH:22][C:27](=[O:26])[CH2:28][C:29]([C:31]1[CH:38]=[CH:37][CH:36]=[C:33]([C:34]#[N:35])[CH:32]=1)=[O:30])([CH3:4])([CH3:2])[CH3:3], predict the reactants needed to synthesize it. The reactants are: [C:1]([O:5][C:6](=[O:23])[NH:7][C:8]1[CH:13]=[CH:12][C:11]([C:14]2[CH:19]=[C:18]([F:20])[CH:17]=[CH:16][C:15]=2[F:21])=[CH:10][C:9]=1[NH2:22])([CH3:4])([CH3:3])[CH3:2].CC1(C)[O:30][C:29]([C:31]2[CH:32]=[C:33]([CH:36]=[CH:37][CH:38]=2)[C:34]#[N:35])=[CH:28][C:27](=O)[O:26]1. (3) Given the product [CH3:9][O:8][C:6]([C:5]1[CH:10]=[CH:11][C:2]([O-:1])=[CH:3][CH:4]=1)=[O:7].[CH2:26]([N+:17]([CH2:13][CH2:14][CH2:15][CH3:16])([CH2:18][CH2:19][CH2:20][CH3:21])[CH2:22][CH2:23][CH2:24][CH3:25])[CH2:27][CH2:28][CH3:29], predict the reactants needed to synthesize it. The reactants are: [OH:1][C:2]1[CH:11]=[CH:10][C:5]([C:6]([O:8][CH3:9])=[O:7])=[CH:4][CH:3]=1.[OH-].[CH2:13]([N+:17]([CH2:26][CH2:27][CH2:28][CH3:29])([CH2:22][CH2:23][CH2:24][CH3:25])[CH2:18][CH2:19][CH2:20][CH3:21])[CH2:14][CH2:15][CH3:16]. (4) Given the product [Br:1][C:2]1[C:3]([CH3:11])=[C:4]([Cl:10])[C:5]([C:8]([O:12][CH3:23])=[O:9])=[N:6][CH:7]=1, predict the reactants needed to synthesize it. The reactants are: [Br:1][C:2]1[C:3]([CH3:11])=[C:4]([Cl:10])[C:5]([CH:8]=[O:9])=[N:6][CH:7]=1.[OH-:12].[K+].II.S([O-])([O-])(=O)=S.[Na+].[Na+].[CH3:23]O. (5) Given the product [CH2:1]([O:4][C:5]([O:7][CH2:8][C:9]1[CH:26]=[CH:25][CH:24]=[CH:23][C:10]=1[C:11]([OH:13])=[O:12])=[O:6])[CH:2]=[CH2:3], predict the reactants needed to synthesize it. The reactants are: [CH2:1]([O:4][C:5]([O:7][CH2:8][C:9]1[CH:26]=[CH:25][CH:24]=[CH:23][C:10]=1[C:11]([O:13]CC1C=CC(OC)=CC=1)=[O:12])=[O:6])[CH:2]=[CH2:3].C1(OC)C=CC=CC=1. (6) Given the product [OH:23][NH:22][C:19](=[O:21])[CH2:18][CH2:17][CH2:16][CH2:15][CH2:14][CH2:13][C:11]([C:2]1[CH:3]=[CH:4][C:5]2[C:10](=[CH:9][CH:8]=[CH:7][CH:6]=2)[CH:1]=1)=[O:12], predict the reactants needed to synthesize it. The reactants are: [CH:1]1[C:10]2[C:5](=[CH:6][CH:7]=[CH:8][CH:9]=2)[CH:4]=[CH:3][C:2]=1[C:11]([CH2:13][CH2:14][CH2:15][CH2:16][CH2:17][CH2:18][C:19]([OH:21])=O)=[O:12].[NH2:22][OH:23].Cl.